This data is from Catalyst prediction with 721,799 reactions and 888 catalyst types from USPTO. The task is: Predict which catalyst facilitates the given reaction. (1) Reactant: [Br:1][C:2]1[CH:13]=[CH:12][C:5]2[C:6](=[O:11])OC(=O)[NH:9][C:4]=2[CH:3]=1.[C:14](#[N:18])[CH2:15][C:16]#[N:17].C(N(CC)CC)C.Cl. Product: [NH2:9][C:4]1[CH:3]=[C:2]([Br:1])[CH:13]=[CH:12][C:5]=1[C:6](=[C:15]([C:14]#[N:18])[C:16]#[N:17])[OH:11]. The catalyst class is: 35. (2) Reactant: [CH2:1]([N:8]1[CH:13]2[CH2:14][CH2:15][CH:9]1[CH2:10][C:11](=O)[CH2:12]2)[C:2]1[CH:7]=[CH:6][CH:5]=[CH:4][CH:3]=1.Cl.[NH2:18][OH:19].N1C=CC=CC=1. Product: [CH2:1]([N:8]1[CH:13]2[CH2:14][CH2:15][CH:9]1[CH2:10][C:11](=[N:18][OH:19])[CH2:12]2)[C:2]1[CH:7]=[CH:6][CH:5]=[CH:4][CH:3]=1. The catalyst class is: 8. (3) Reactant: [I-].[CH3:2][P+](C1C=CC=CC=1)(C1C=CC=CC=1)C1C=CC=CC=1.CS(C)=O.[F:26][C:27]1[CH:32]=[C:31]([F:33])[CH:30]=[CH:29][C:28]=1[C:34](=O)[CH2:35][CH2:36][C:37]([OH:39])=[O:38].CC(C)([O-])C.[Na+]. Product: [F:26][C:27]1[CH:32]=[C:31]([F:33])[CH:30]=[CH:29][C:28]=1[C:34](=[CH2:2])[CH2:35][CH2:36][C:37]([OH:39])=[O:38]. The catalyst class is: 6. (4) Reactant: [N:1]1[C:10]2[C:5](=[CH:6][C:7]([O:11][S:12]([C:15]([F:18])([F:17])[F:16])(=[O:14])=[O:13])=[CH:8][CH:9]=2)[CH:4]=[CH:3][CH:2]=1.N1C=CC=CC=1.[Br:25]Br. Product: [Br:25][C:3]1[CH:2]=[N:1][C:10]2[C:5]([CH:4]=1)=[CH:6][C:7]([O:11][S:12]([C:15]([F:18])([F:16])[F:17])(=[O:13])=[O:14])=[CH:8][CH:9]=2. The catalyst class is: 53. (5) Reactant: [CH3:1][C:2]1[CH:7]=[C:6]([C:8]2[S:9][C:10]3[C:15]([N:16]=2)=[CH:14][CH:13]=[C:12]([C:17]2([C:20]4[CH:25]=[CH:24][CH:23]=[CH:22][CH:21]=4)[CH2:19][CH2:18]2)[N:11]=3)[CH:5]=[C:4]([CH3:26])[C:3]=1[OH:27].[F-].[Cs+].[CH2:30]1[O:32][C@H:31]1[CH2:33][OH:34]. Product: [CH3:26][C:4]1[CH:5]=[C:6]([C:8]2[S:9][C:10]3[C:15]([N:16]=2)=[CH:14][CH:13]=[C:12]([C:17]2([C:20]4[CH:21]=[CH:22][CH:23]=[CH:24][CH:25]=4)[CH2:18][CH2:19]2)[N:11]=3)[CH:7]=[C:2]([CH3:1])[C:3]=1[O:27][CH2:30][C@@H:31]([OH:32])[CH2:33][OH:34]. The catalyst class is: 3. (6) Reactant: [NH2:1][C:2]1[N:7]=[CH:6][C:5]([C:8]2[CH:9]=[N:10][N:11]([CH:13]3[CH2:18][CH2:17][N:16]([CH:19]=O)[CH2:15][CH2:14]3)[CH:12]=2)=[CH:4][C:3]=1[C:21]1[N:22]=[CH:23][C:24]2[C:29]([CH:30]=1)=[C:28]([Cl:31])[CH:27]=[CH:26][C:25]=2[F:32].C1COCC1.[H-].[H-].[H-].[H-].[Li+].[Al+3].O.O.O.O.O.O.O.O.O.O.S([O-])([O-])(=O)=O.[Na+].[Na+]. Product: [Cl:31][C:28]1[CH:27]=[CH:26][C:25]([F:32])=[C:24]2[C:29]=1[CH:30]=[C:21]([C:3]1[C:2]([NH2:1])=[N:7][CH:6]=[C:5]([C:8]3[CH:9]=[N:10][N:11]([CH:13]4[CH2:14][CH2:15][N:16]([CH3:19])[CH2:17][CH2:18]4)[CH:12]=3)[CH:4]=1)[N:22]=[CH:23]2. The catalyst class is: 25.